The task is: Binary Classification. Given a miRNA mature sequence and a target amino acid sequence, predict their likelihood of interaction.. This data is from Experimentally validated miRNA-target interactions with 360,000+ pairs, plus equal number of negative samples. (1) The miRNA is hsa-miR-3135a with sequence UGCCUAGGCUGAGACUGCAGUG. The protein sequence of the target gene is MGKCSGRCTLVAFCCLQLVAALQRQIFDFLGYQWAPILANFLHIMAVILGIFGTVQYRSRYLILYAAWLVLWVGWNAFIICFYLEVGQLSQDRDFIMTFNTSLHRSWWMENGPGCLVTPVLNSRLALEDHHVISVTGCLLDYPYIEALSSALQIFLALFGFVFACYVSKVFLEEEDSFDFIGGFDSYGYQAPQKTSHLQLQPLYTSG. Result: 0 (no interaction). (2) The miRNA is hsa-miR-8062 with sequence CAGUGAUUUGAGGAUUAUUGC. The protein sequence of the target gene is MEAKVRPSRRSRAQRDRGRRREAARDARAQSPSSGDEPEPSPGKENAGLRGAPPRGAAPAPRTARPPRRRRRESSSQEEEVIDGFAIASFSTLEALEKDMALKPHERKEKWERRLIKKPRESETCPPAEPSENRRPLEAGSPGQDLEPACDGARKVPLQPSKQMKVTVSKGGDRDSDDDSVLEATSSRDPLSDSSAHAVSGRGYSCDSESGPDDKASVGSEKLFAPGTDKGPALEKSEAKAGPVPKVSGLERSRELSAESFLPTASPAPHAAPCPGPPPGSRANPLVKKEPPAPHRHTPQ.... Result: 1 (interaction). (3) The miRNA is hsa-miR-6082 with sequence GAAUACGUCUGGUUGAUCC. The protein sequence of the target gene is MGRPGRKPRGRARPGLFPFPKEELRQGGSSPANLNAMSKGPVSFKDVTVDFTQEEWQRLDPAQKALYRDVMLENYCHFISVGFHITKPDMIRKLEQGEELWTERIFPSQSYLEEEEVLVKFSDYQDKPPKSIVIIKHKKLIKERSSVYGEALGKNRVVSKTLFEYKSDGKVLKNISEFISRDINPAMGKLGGSKEWEGSILTSKQEKTHPASILHKQIGRALSSEWDLAQHQKTQIPEQRFEYNKCDSSFLMTGVEFPHGRAHRGGGNFNYSKDDITLFEKSDLGIHPHDLMEKKCSSYN.... Result: 0 (no interaction).